From a dataset of Full USPTO retrosynthesis dataset with 1.9M reactions from patents (1976-2016). Predict the reactants needed to synthesize the given product. (1) Given the product [C:1]([O:5][C:6](=[O:17])[NH:7][C:8]1[CH:13]=[C:12]([CH3:14])[C:11]([Cl:15])=[CH:10][C:9]=1[NH:16][C:23](=[O:22])[CH2:24][C:25]([C:27]1[CH:32]=[CH:31][CH:30]=[C:29]([C:33]2[CH:38]=[C:37]([CH2:39][O:40][CH:41]3[CH2:46][CH2:45][CH2:44][CH2:43][O:42]3)[N:36]=[C:35]([CH3:47])[CH:34]=2)[CH:28]=1)=[O:26])([CH3:4])([CH3:2])[CH3:3], predict the reactants needed to synthesize it. The reactants are: [C:1]([O:5][C:6](=[O:17])[NH:7][C:8]1[CH:13]=[C:12]([CH3:14])[C:11]([Cl:15])=[CH:10][C:9]=1[NH2:16])([CH3:4])([CH3:3])[CH3:2].C([O:22][C:23](=O)[CH2:24][C:25]([C:27]1[CH:32]=[CH:31][CH:30]=[C:29]([C:33]2[CH:38]=[C:37]([CH2:39][O:40][CH:41]3[CH2:46][CH2:45][CH2:44][CH2:43][O:42]3)[N:36]=[C:35]([CH3:47])[CH:34]=2)[CH:28]=1)=[O:26])(C)(C)C. (2) Given the product [N:44]([CH2:6][CH2:7][O:8][C@@H:9]1[C@H:16]2[O:15][C:14]([CH3:18])([CH3:17])[O:13][C@H:12]2[C@H:11]([N:19]2[C:23]3[N:24]=[C:25]([S:40][CH2:41][CH2:42][CH3:43])[N:26]=[C:27]([NH:28][C@@H:29]4[CH2:31][C@H:30]4[C:32]4[CH:37]=[CH:36][C:35]([F:38])=[C:34]([F:39])[CH:33]=4)[C:22]=3[N:21]=[N:20]2)[CH2:10]1)=[N+:45]=[N-:46], predict the reactants needed to synthesize it. The reactants are: CS(O[CH2:6][CH2:7][O:8][C@@H:9]1[C@@H:16]2[C@@H:12]([O:13][C:14]([CH3:18])([CH3:17])[O:15]2)[C@H:11]([N:19]2[C:23]3[N:24]=[C:25]([S:40][CH2:41][CH2:42][CH3:43])[N:26]=[C:27]([NH:28][C@@H:29]4[CH2:31][C@H:30]4[C:32]4[CH:37]=[CH:36][C:35]([F:38])=[C:34]([F:39])[CH:33]=4)[C:22]=3[N:21]=[N:20]2)[CH2:10]1)(=O)=O.[N-:44]=[N+:45]=[N-:46].[Na+].O.